This data is from Forward reaction prediction with 1.9M reactions from USPTO patents (1976-2016). The task is: Predict the product of the given reaction. (1) Given the reactants [C:1]([O-])([O-])=O.[K+].[K+].CI.[CH3:9][C:10]([O:13][C:14]([N:16]1[CH2:20][CH2:19][CH2:18][CH:17]1[C:21]([OH:23])=[O:22])=[O:15])([CH3:12])[CH3:11], predict the reaction product. The product is: [N:16]1([C:14]([O:13][C:10]([CH3:9])([CH3:11])[CH3:12])=[O:15])[CH2:20][CH2:19][CH2:18][CH:17]1[C:21]([O:23][CH3:1])=[O:22]. (2) Given the reactants [Br:1][C:2]1[CH:21]=[CH:20][C:5]2[C:6]3[N:7]=[C:8]([C:14]([NH:16][CH:17]([CH3:19])[CH3:18])=[NH:15])[S:9][C:10]=3[CH2:11][CH2:12][O:13][C:4]=2[CH:3]=1.Cl[CH2:23][CH:24]=O.C(=O)(O)[O-].[Na+], predict the reaction product. The product is: [Br:1][C:2]1[CH:21]=[CH:20][C:5]2[C:6]3[N:7]=[C:8]([C:14]4[N:16]([CH:17]([CH3:19])[CH3:18])[CH:23]=[CH:24][N:15]=4)[S:9][C:10]=3[CH2:11][CH2:12][O:13][C:4]=2[CH:3]=1. (3) Given the reactants [CH3:1][CH:2]([CH2:5][C:6]1[CH:11]=[CH:10][CH:9]=[CH:8][CH:7]=1)[CH2:3][NH2:4].[CH:12]1([C:19]2[CH:28]=[CH:27][C:22]3[NH:23][C:24](=[O:26])[O:25][C:21]=3[CH:20]=2)[CH2:17][CH2:16][C:15](=O)[CH2:14][CH2:13]1, predict the reaction product. The product is: [CH3:1][CH:2]([CH2:5][C:6]1[CH:11]=[CH:10][CH:9]=[CH:8][CH:7]=1)[CH2:3][NH:4][C@H:15]1[CH2:16][CH2:17][C@H:12]([C:19]2[CH:28]=[CH:27][C:22]3[NH:23][C:24](=[O:26])[O:25][C:21]=3[CH:20]=2)[CH2:13][CH2:14]1. (4) Given the reactants Br[C:2]1[CH:3]=[C:4]2[C:9](=[CH:10][CH:11]=1)[N:8]([C:12]1[CH:17]=[CH:16][C:15]([F:18])=[CH:14][CH:13]=1)[CH:7]=[C:6]([C:19]#[N:20])[C:5]2=[O:21].[CH3:22][NH:23][CH2:24][C:25]1[CH:26]=[N:27][CH:28]=[CH:29][CH:30]=1.C(=O)([O-])[O-].[Cs+].[Cs+].C1(P(C2C=CC=CC=2)C2C3OC4C(=CC=CC=4P(C4C=CC=CC=4)C4C=CC=CC=4)C(C)(C)C=3C=CC=2)C=CC=CC=1, predict the reaction product. The product is: [F:18][C:15]1[CH:16]=[CH:17][C:12]([N:8]2[C:9]3[C:4](=[CH:3][C:2]([N:23]([CH3:22])[CH2:24][C:25]4[CH:26]=[N:27][CH:28]=[CH:29][CH:30]=4)=[CH:11][CH:10]=3)[C:5](=[O:21])[C:6]([C:19]#[N:20])=[CH:7]2)=[CH:13][CH:14]=1. (5) Given the reactants [S:1]1[C:5]2[CH:6]=[CH:7][CH:8]=[CH:9][C:4]=2[N:3]=[C:2]1[N:10]1[C:14](=[O:15])[C:13](=[CH:16][N:17](C)C)[C:12]([C:20]2[CH:25]=[CH:24][CH:23]=[C:22]([O:26][CH3:27])[CH:21]=2)=[N:11]1, predict the reaction product. The product is: [NH2:17][CH:16]=[C:13]1[C:12]([C:20]2[CH:25]=[CH:24][CH:23]=[C:22]([O:26][CH3:27])[CH:21]=2)=[N:11][N:10]([C:2]2[S:1][C:5]3[CH:6]=[CH:7][CH:8]=[CH:9][C:4]=3[N:3]=2)[C:14]1=[O:15]. (6) Given the reactants [NH2:1][C:2]1[N:7]=[C:6]([N:8]2[C:16]3[C:11](=[CH:12][CH:13]=[C:14](I)[CH:15]=3)[C:10]([C:18]([OH:20])=[O:19])=[N:9]2)[CH:5]=[CH:4][N:3]=1.[N:21]1[CH:26]=[CH:25][CH:24]=[N:23][C:22]=1[C:27]([OH:31])([C:29]#[CH:30])[CH3:28], predict the reaction product. The product is: [NH2:1][C:2]1[N:7]=[C:6]([N:8]2[C:16]3[C:11](=[CH:12][CH:13]=[C:14]([C:30]#[C:29][C:27]([OH:31])([C:22]4[N:23]=[CH:24][CH:25]=[CH:26][N:21]=4)[CH3:28])[CH:15]=3)[C:10]([C:18]([OH:20])=[O:19])=[N:9]2)[CH:5]=[CH:4][N:3]=1. (7) Given the reactants [C:1]([C@@H:5]1[CH2:10][CH2:9][C@H:8]([C:11]2[N:19]3[C:14]([C:15](=[O:28])[NH:16][C:17]([C:20]4[CH:21]=[C:22]([CH:25]=[CH:26][CH:27]=4)[C:23]#[N:24])=[N:18]3)=[C:13]([CH2:29][CH3:30])[N:12]=2)[CH2:7][CH2:6]1)([CH3:4])([CH3:3])[CH3:2].C(=O)([O-])[O-:32].[K+].[K+].ClCCl, predict the reaction product. The product is: [C:1]([C@@H:5]1[CH2:6][CH2:7][C@H:8]([C:11]2[N:19]3[C:14]([C:15](=[O:28])[NH:16][C:17]([C:20]4[CH:21]=[C:22]([CH:25]=[CH:26][CH:27]=4)[C:23]([NH2:24])=[O:32])=[N:18]3)=[C:13]([CH2:29][CH3:30])[N:12]=2)[CH2:9][CH2:10]1)([CH3:4])([CH3:3])[CH3:2]. (8) Given the reactants Cl.[NH2:2][OH:3].[OH:4][CH2:5][C:6]1[CH:13]=[CH:12][C:9]([C:10]#[N:11])=[CH:8][CH:7]=1.C(=O)([O-])O.[Na+], predict the reaction product. The product is: [OH:3][N:2]=[C:10]([C:9]1[CH:12]=[CH:13][C:6]([CH2:5][OH:4])=[CH:7][CH:8]=1)[NH2:11]. (9) Given the reactants [C:1]([O:5][C:6]([N:8]1[CH2:13][CH2:12][CH:11]([OH:14])[CH2:10][CH2:9]1)=[O:7])([CH3:4])([CH3:3])[CH3:2].[H-].[Na+].[CH2:17]([C:21]1[N:22]=[N:23][C:24](Cl)=[C:25]([C:40]([F:43])([F:42])[F:41])[C:26]=1[C:27]1[CH:32]=[CH:31][C:30]([O:33][CH:34]2[CH2:39][CH2:38][CH2:37][CH2:36][CH2:35]2)=[CH:29][CH:28]=1)[CH2:18][CH2:19][CH3:20], predict the reaction product. The product is: [C:1]([O:5][C:6]([N:8]1[CH2:13][CH2:12][CH:11]([O:14][C:24]2[N:23]=[N:22][C:21]([CH2:17][CH2:18][CH2:19][CH3:20])=[C:26]([C:27]3[CH:32]=[CH:31][C:30]([O:33][CH:34]4[CH2:35][CH2:36][CH2:37][CH2:38][CH2:39]4)=[CH:29][CH:28]=3)[C:25]=2[C:40]([F:43])([F:42])[F:41])[CH2:10][CH2:9]1)=[O:7])([CH3:4])([CH3:2])[CH3:3]. (10) Given the reactants Cl[C:2]1[N:7]2[N:8]=[C:9]([C:11]([F:14])([F:13])[CH3:12])[N:10]=[C:6]2[N:5]=[C:4]([CH3:15])[CH:3]=1.[NH2:16][C:17]1[CH:22]=[CH:21][C:20]([S:23]([F:28])([F:27])([F:26])([F:25])[F:24])=[CH:19][CH:18]=1, predict the reaction product. The product is: [F:13][C:11]([C:9]1[N:10]=[C:6]2[N:5]=[C:4]([CH3:15])[CH:3]=[C:2]([NH:16][C:17]3[CH:22]=[CH:21][C:20]([S:23]([F:28])([F:24])([F:25])([F:26])[F:27])=[CH:19][CH:18]=3)[N:7]2[N:8]=1)([F:14])[CH3:12].